This data is from Forward reaction prediction with 1.9M reactions from USPTO patents (1976-2016). The task is: Predict the product of the given reaction. (1) Given the reactants [C:1]([C:4]1([NH:15][S:16]([C:18]([CH3:21])([CH3:20])[CH3:19])=[O:17])[CH2:7][N:6]([C:8]([O:10][C:11]([CH3:14])([CH3:13])[CH3:12])=[O:9])[CH2:5]1)(=[NH:3])[NH2:2].C[O-].[Na+].CN(C)/[CH:27]=[CH:28]/[CH:29]=O, predict the reaction product. The product is: [CH3:19][C:18]([CH3:21])([S:16]([NH:15][C:4]1([C:1]2[N:2]=[CH:29][CH:28]=[CH:27][N:3]=2)[CH2:5][N:6]([C:8]([O:10][C:11]([CH3:13])([CH3:14])[CH3:12])=[O:9])[CH2:7]1)=[O:17])[CH3:20]. (2) Given the reactants [N+](C1C=C(C=CC=1)C(O)=O)([O-])=O.[CH3:13][N:14]1[CH2:19][CH2:18][N:17]([C:20]([C:22]2[CH:27]=[CH:26][CH:25]=[C:24]([N+:28]([O-:30])=[O:29])[CH:23]=2)=[O:21])[CH2:16][CH2:15]1.N1CCNCC1.Cl.CN(C)CCCN=C=NCC.ON1C2C=CC=CC=2N=N1.O1CCCC1.C(=O)(O)[O-].[Na+], predict the reaction product. The product is: [CH3:13][N:14]1[CH2:19][CH2:18][N:17]([C:20]([C:22]2[CH:27]=[CH:26][CH:25]=[C:24]([N+:28]([O-:30])=[O:29])[CH:23]=2)=[O:21])[CH2:16][CH2:15]1. (3) Given the reactants [CH:1]([O:4][C:5]1[CH:10]=[CH:9][C:8]([CH2:11][CH2:12][CH2:13][OH:14])=[C:7]([O:15][CH2:16][C:17]2[CH:22]=[CH:21][C:20]([C:23]([F:26])([F:25])[F:24])=[CH:19][CH:18]=2)[CH:6]=1)([CH3:3])[CH3:2].O[C:28]1[CH:32]=[C:31]([CH2:33][CH2:34][C:35]([O:37]CC)=[O:36])[N:30]([CH3:40])[N:29]=1.C(P(CCCC)CCCC)CCC.N(C(N1CCCCC1)=O)=NC(N1CCCCC1)=O.O1CCCC1CO.[OH-].[Na+].Cl, predict the reaction product. The product is: [CH:1]([O:4][C:5]1[CH:10]=[CH:9][C:8]([CH2:11][CH2:12][CH2:13][O:14][C:28]2[CH:32]=[C:31]([CH2:33][CH2:34][C:35]([OH:37])=[O:36])[N:30]([CH3:40])[N:29]=2)=[C:7]([O:15][CH2:16][C:17]2[CH:18]=[CH:19][C:20]([C:23]([F:24])([F:25])[F:26])=[CH:21][CH:22]=2)[CH:6]=1)([CH3:3])[CH3:2]. (4) Given the reactants [NH2:1][C:2]1[C:11]2[C:6](=[C:7](Br)[CH:8]=[CH:9][CH:10]=2)[N:5]=[N:4][C:3]=1[C:13]([NH:15][CH2:16][CH2:17][CH3:18])=[O:14].[F:19][C:20]1[CH:25]=[C:24]([F:26])[CH:23]=[CH:22][C:21]=1B(O)O, predict the reaction product. The product is: [NH2:1][C:2]1[C:11]2[C:6](=[C:7]([C:23]3[CH:22]=[CH:21][C:20]([F:19])=[CH:25][C:24]=3[F:26])[CH:8]=[CH:9][CH:10]=2)[N:5]=[N:4][C:3]=1[C:13]([NH:15][CH2:16][CH2:17][CH3:18])=[O:14]. (5) Given the reactants [CH3:1][C:2]1[CH:7]=[CH:6][N:5]=[C:4]([N:8]2[C:16]3[CH:15]=[CH:14][N:13]=[CH:12][C:11]=3[N:10]=[N:9]2)[N:3]=1.[Cl:17][C:18]1[C:26]([C:27]([F:30])([F:29])[F:28])=[CH:25][CH:24]=[CH:23][C:19]=1[C:20](Cl)=[O:21].F[C:32](F)(F)S(O[Si](C)(C)C)(=O)=O.C[Mg+].[Br-], predict the reaction product. The product is: [Cl:17][C:18]1[C:26]([C:27]([F:30])([F:29])[F:28])=[CH:25][CH:24]=[CH:23][C:19]=1[C:20]([N:13]1[CH:14]=[CH:15][C:16]2[N:8]([C:4]3[N:3]=[C:2]([CH3:1])[CH:7]=[CH:6][N:5]=3)[N:9]=[N:10][C:11]=2[CH:12]1[CH3:32])=[O:21]. (6) Given the reactants [CH3:16][C:11]1([CH3:17])[C:12]([CH3:15])([CH3:14])[O:13][B:9]([B:9]2[O:13][C:12]([CH3:15])([CH3:14])[C:11]([CH3:17])([CH3:16])[O:10]2)[O:10]1.ClCCl.[C:22]([O-:25])(=O)[CH3:23].[K+].[C:27]([O:30][CH2:31][CH3:32])(=O)C, predict the reaction product. The product is: [CH3:27][O:30][CH2:31][CH2:32][O:25][C:22]1[CH:23]=[CH:14][C:12]([B:9]2[O:10][C:11]([CH3:16])([CH3:17])[C:12]([CH3:14])([CH3:15])[O:13]2)=[C:11]([CH3:17])[CH:16]=1. (7) Given the reactants [NH2:1][C:2]1[CH:3]=[CH:4][C:5]([F:17])=[C:6]([C@:8]2([CH3:16])[C@@H:13]([F:14])[CH2:12][O:11][C:10]([NH2:15])=[N:9]2)[CH:7]=1.[F:18][C:19]([F:32])([F:31])[CH2:20][O:21][C:22]1[CH:23]=[CH:24][C:25]([C:28](O)=[O:29])=[N:26][CH:27]=1, predict the reaction product. The product is: [NH2:15][C:10]1[O:11][CH2:12][C@H:13]([F:14])[C@:8]([C:6]2[CH:7]=[C:2]([NH:1][C:28]([C:25]3[CH:24]=[CH:23][C:22]([O:21][CH2:20][C:19]([F:32])([F:31])[F:18])=[CH:27][N:26]=3)=[O:29])[CH:3]=[CH:4][C:5]=2[F:17])([CH3:16])[N:9]=1. (8) Given the reactants [CH3:1][C:2]1([C:7]2[O:11][C:10]([CH2:12][N:13]3[CH:17]=[CH:16][C:15]([NH2:18])=[N:14]3)=[CH:9][CH:8]=2)[O:6]CCO1.[Cl:19][C:20]1[CH:25]=[C:24]([F:26])[CH:23]=[CH:22][C:21]=1/[CH:27]=[CH:28]/[C:29](O)=[O:30], predict the reaction product. The product is: [C:2]([C:7]1[O:11][C:10]([CH2:12][N:13]2[CH:17]=[CH:16][C:15]([NH:18][C:29](=[O:30])/[CH:28]=[CH:27]/[C:21]3[CH:22]=[CH:23][C:24]([F:26])=[CH:25][C:20]=3[Cl:19])=[N:14]2)=[CH:9][CH:8]=1)(=[O:6])[CH3:1]. (9) Given the reactants [Cl:1][C:2]1[N:7]=[C:6](Cl)[CH:5]=[CH:4][N:3]=1.[C:9]1([CH2:15][N:16]2[CH2:21][CH2:20][NH:19][CH2:18][CH2:17]2)[CH:14]=[CH:13][CH:12]=[CH:11][CH:10]=1.C(=O)([O-])[O-].[K+].[K+], predict the reaction product. The product is: [Cl:1][C:2]1[N:7]=[C:6]([N:19]2[CH2:20][CH2:21][N:16]([CH2:15][C:9]3[CH:10]=[CH:11][CH:12]=[CH:13][CH:14]=3)[CH2:17][CH2:18]2)[CH:5]=[CH:4][N:3]=1.